This data is from Full USPTO retrosynthesis dataset with 1.9M reactions from patents (1976-2016). The task is: Predict the reactants needed to synthesize the given product. (1) Given the product [F:21][C:12]1[CH:11]=[CH:10][C:9]([C:27]#[C:26][Si:23]([CH3:25])([CH3:24])[CH3:22])=[CH:20][C:13]=1[CH2:14][NH:15][S:16]([CH3:19])(=[O:18])=[O:17], predict the reactants needed to synthesize it. The reactants are: C(N(CC)CC)C.Br[C:9]1[CH:10]=[CH:11][C:12]([F:21])=[C:13]([CH:20]=1)[CH2:14][NH:15][S:16]([CH3:19])(=[O:18])=[O:17].[CH3:22][Si:23]([C:26]#[CH:27])([CH3:25])[CH3:24]. (2) Given the product [C:11]1([C:8]2([C:5]3[NH:4][C:3](=[S:17])[C:2]([NH:1][C:34]([C:30]4[CH:31]=[C:32]5[C:27](=[CH:28][CH:29]=4)[CH2:26][N:25]([C:23]([O:22][C:18]([CH3:21])([CH3:20])[CH3:19])=[O:24])[CH2:33]5)=[O:35])=[CH:7][CH:6]=3)[CH2:10][CH2:9]2)[CH:16]=[CH:15][CH:14]=[CH:13][CH:12]=1, predict the reactants needed to synthesize it. The reactants are: [NH2:1][C:2]1[C:3](=[S:17])[NH:4][C:5]([C:8]2([C:11]3[CH:16]=[CH:15][CH:14]=[CH:13][CH:12]=3)[CH2:10][CH2:9]2)=[CH:6][CH:7]=1.[C:18]([O:22][C:23]([N:25]1[CH2:33][C:32]2[C:27](=[CH:28][CH:29]=[C:30]([C:34](O)=[O:35])[CH:31]=2)[CH2:26]1)=[O:24])([CH3:21])([CH3:20])[CH3:19].O.N1(O)C2C=CC=CC=2N=N1.Cl.C(N=C=NCCCN(C)C)C.